This data is from Forward reaction prediction with 1.9M reactions from USPTO patents (1976-2016). The task is: Predict the product of the given reaction. (1) Given the reactants C([O:3][C:4]([C:6]1[C:15](=[O:16])[C:14]2[C:9](=[CH:10][CH:11]=[CH:12][N:13]=2)[N:8]([CH2:17][C:18]2[CH:23]=[CH:22][CH:21]=[CH:20][C:19]=2[C:24]2[CH:29]=[CH:28][CH:27]=[CH:26][CH:25]=2)[CH:7]=1)=[O:5])C.O[Li].O.Cl, predict the reaction product. The product is: [C:19]1([C:24]2[CH:29]=[CH:28][CH:27]=[CH:26][CH:25]=2)[CH:20]=[CH:21][CH:22]=[CH:23][C:18]=1[CH2:17][N:8]1[C:9]2[C:14](=[N:13][CH:12]=[CH:11][CH:10]=2)[C:15](=[O:16])[C:6]([C:4]([OH:5])=[O:3])=[CH:7]1. (2) Given the reactants CON(C)[C:4]([C:6]1[CH:7]=[CH:8][C:9]2[N:13]=[C:12]([C:14]3[CH:19]=[CH:18][C:17]([O:20][CH2:21][C:22]#[CH:23])=[CH:16][CH:15]=3)[NH:11][C:10]=2[CH:24]=1)=[O:5].[H-].[Al+3].[Li+].[H-].[H-].[H-], predict the reaction product. The product is: [CH2:21]([O:20][C:17]1[CH:16]=[CH:15][C:14]([C:12]2[NH:11][C:10]3[CH:24]=[C:6]([CH:4]=[O:5])[CH:7]=[CH:8][C:9]=3[N:13]=2)=[CH:19][CH:18]=1)[C:22]#[CH:23].